Dataset: Catalyst prediction with 721,799 reactions and 888 catalyst types from USPTO. Task: Predict which catalyst facilitates the given reaction. (1) Reactant: [NH2:1][CH2:2][CH2:3][C:4]1[CH:9]=[CH:8][C:7]([S:10]([NH2:13])(=[O:12])=[O:11])=[CH:6][CH:5]=1.[CH3:14][C:15](O)=O.[C:18]1([CH:28]=O)[C:27]2[C:22](=[CH:23][CH:24]=[CH:25][CH:26]=2)[CH:21]=[CH:20][N:19]=1.[BH-](O[C:40]([CH3:42])=O)(OC(C)=O)OC(C)=O.[Na+].Cl[CH2:45][CH2:46]Cl. Product: [C:18]1([CH2:28][N:1]([CH2:21][C:20]2[C:14]3[C:15](=[CH:45][CH:46]=[CH:40][CH:42]=3)[CH:27]=[CH:18][N:19]=2)[CH2:2][CH2:3][C:4]2[CH:5]=[CH:6][C:7]([S:10]([NH2:13])(=[O:11])=[O:12])=[CH:8][CH:9]=2)[C:27]2[C:22](=[CH:23][CH:24]=[CH:25][CH:26]=2)[CH:21]=[CH:20][N:19]=1. The catalyst class is: 6. (2) Reactant: [Br:1][C:2]1[CH:3]=[C:4]([C:9]2([C:17]3[CH:22]=[CH:21][CH:20]=[C:19]([OH:23])[CH:18]=3)[NH:13][C:12](=[S:14])[N:11]([CH3:15])[C:10]2=[O:16])[CH:5]=[CH:6][C:7]=1[F:8].C(N(CC)CC)C.[CH3:31][C:32]([C:36]1[CH:41]=[CH:40][C:39]([S:42](Cl)(=[O:44])=[O:43])=[CH:38][CH:37]=1)([CH3:35])[CH2:33][CH3:34]. Product: [CH3:35][C:32]([C:36]1[CH:37]=[CH:38][C:39]([S:42]([O:23][C:19]2[CH:20]=[CH:21][CH:22]=[C:17]([C:9]3([C:4]4[CH:5]=[CH:6][C:7]([F:8])=[C:2]([Br:1])[CH:3]=4)[C:10](=[O:16])[N:11]([CH3:15])[C:12](=[S:14])[NH:13]3)[CH:18]=2)(=[O:43])=[O:44])=[CH:40][CH:41]=1)([CH3:31])[CH2:33][CH3:34]. The catalyst class is: 4. (3) Reactant: C([Li])CCC.[CH3:6][N:7]1[CH:11]=[CH:10][N:9]=[CH:8]1.[C:12]([O:16][C:17]([N:19]1[CH:24]2[CH2:25][CH2:26][CH:20]1[CH2:21][C:22](=[O:27])[CH2:23]2)=[O:18])([CH3:15])([CH3:14])[CH3:13].[Cl-].[NH4+]. Product: [C:12]([O:16][C:17]([N:19]1[CH:24]2[CH2:25][CH2:26][CH:20]1[CH2:21][C:22]([OH:27])([C:8]1[N:7]([CH3:6])[CH:11]=[CH:10][N:9]=1)[CH2:23]2)=[O:18])([CH3:15])([CH3:13])[CH3:14]. The catalyst class is: 1.